From a dataset of Catalyst prediction with 721,799 reactions and 888 catalyst types from USPTO. Predict which catalyst facilitates the given reaction. (1) Reactant: [F:1][C:2]1[CH:7]=[CH:6][C:5]([CH:8]([N:31]2[CH2:36][CH2:35][N:34]([CH:37]([CH3:39])[CH3:38])[CH2:33][CH2:32]2)[CH2:9][N:10]2[CH2:15][CH2:14][N:13]([CH2:16][CH2:17][CH2:18][CH2:19][C:20]3[C:29]4[C:24](=[CH:25][CH:26]=[CH:27][CH:28]=4)[CH:23]=[CH:22][C:21]=3[OH:30])[CH2:12][CH2:11]2)=[CH:4][CH:3]=1.C(=O)([O-])[O-].[K+].[K+].I[CH:47]([CH3:49])[CH3:48]. Product: [F:1][C:2]1[CH:3]=[CH:4][C:5]([CH:8]([N:31]2[CH2:36][CH2:35][N:34]([CH:37]([CH3:39])[CH3:38])[CH2:33][CH2:32]2)[CH2:9][N:10]2[CH2:15][CH2:14][N:13]([CH2:16][CH2:17][CH2:18][CH2:19][C:20]3[C:29]4[C:24](=[CH:25][CH:26]=[CH:27][CH:28]=4)[CH:23]=[CH:22][C:21]=3[O:30][CH:47]([CH3:49])[CH3:48])[CH2:12][CH2:11]2)=[CH:6][CH:7]=1. The catalyst class is: 42. (2) Reactant: [F:1][C:2]1[CH:3]=[C:4]([CH:8]=[CH:9][C:10]=1[O:11][CH3:12])[C:5]([NH2:7])=O.COC1C=CC(P2(SP(C3C=CC(OC)=CC=3)(=S)S2)=[S:22])=CC=1. Product: [F:1][C:2]1[CH:3]=[C:4]([C:5](=[S:22])[NH2:7])[CH:8]=[CH:9][C:10]=1[O:11][CH3:12]. The catalyst class is: 7.